The task is: Predict which catalyst facilitates the given reaction.. This data is from Catalyst prediction with 721,799 reactions and 888 catalyst types from USPTO. (1) The catalyst class is: 2. Reactant: C(O[I:5]([C:10]1[CH:15]=[CH:14][CH:13]=[CH:12][CH:11]=1)OC(=O)C)(=O)C.[Si]([O:20][S:21]([C:24]([F:27])([F:26])[F:25])(=[O:23])=[O:22])(C)(C)C.[CH3:28][O:29][C:30]1[CH:35]=[CH:34][N:33]=[CH:32][CH:31]=1. Product: [F:25][C:24]([F:27])([F:26])[S:21]([O-:23])(=[O:22])=[O:20].[F:25][C:24]([F:27])([F:26])[S:21]([O-:23])(=[O:22])=[O:20].[C:10]1([I:5]([N+:33]2[CH:34]=[CH:35][C:30]([O:29][CH3:28])=[CH:31][CH:32]=2)[N+:33]2[CH:34]=[CH:35][C:30]([O:29][CH3:28])=[CH:31][CH:32]=2)[CH:11]=[CH:12][CH:13]=[CH:14][CH:15]=1. (2) Reactant: [CH2:1]([NH:3][CH2:4][C:5]1[CH:10]=[CH:9][C:8]([CH2:11][N:12]2[CH2:17][CH2:16][N:15]([C:18]3[C:23]([C:24]([O:26][CH:27]([CH3:29])[CH3:28])=[O:25])=[CH:22][CH:21]=[CH:20][N:19]=3)[CH2:14][CH2:13]2)=[CH:7][CH:6]=1)[CH3:2].[CH3:30][C:31]1[C:36]([CH:37]=O)=[CH:35][CH:34]=[CH:33][N:32]=1.C(O)(=O)C.C(O[BH-](OC(=O)C)OC(=O)C)(=O)C.[Na+]. Product: [CH2:1]([N:3]([CH2:4][C:5]1[CH:6]=[CH:7][C:8]([CH2:11][N:12]2[CH2:13][CH2:14][N:15]([C:18]3[C:23]([C:24]([O:26][CH:27]([CH3:28])[CH3:29])=[O:25])=[CH:22][CH:21]=[CH:20][N:19]=3)[CH2:16][CH2:17]2)=[CH:9][CH:10]=1)[CH2:37][C:36]1[C:31]([CH3:30])=[N:32][CH:33]=[CH:34][CH:35]=1)[CH3:2]. The catalyst class is: 26. (3) Reactant: [CH:1]1([NH2:4])[CH2:3][CH2:2]1.[C:5](O)(=O)C=O.C(=O)([O-])[O-].[K+].[K+].[F:16][C:17]1[CH:22]=[CH:21][C:20]([CH:23]([N+:34]#[C-:35])S(C2C=CC(C)=CC=2)(=O)=O)=[CH:19][CH:18]=1. Product: [CH:1]1([N:4]2[CH:5]=[C:23]([C:20]3[CH:19]=[CH:18][C:17]([F:16])=[CH:22][CH:21]=3)[N:34]=[CH:35]2)[CH2:3][CH2:2]1. The catalyst class is: 18.